Predict the reactants needed to synthesize the given product. From a dataset of Full USPTO retrosynthesis dataset with 1.9M reactions from patents (1976-2016). (1) The reactants are: [F:1][C@@H:2]1[CH2:6][N:5]([C:7]([O:9][C:10]([CH3:13])([CH3:12])[CH3:11])=[O:8])[C@H:4]([C:14]([O:16]C)=[O:15])[CH2:3]1.[OH-].[Na+]. Given the product [C:10]([O:9][C:7]([N:5]1[CH2:6][C@@H:2]([F:1])[CH2:3][C@H:4]1[C:14]([OH:16])=[O:15])=[O:8])([CH3:13])([CH3:11])[CH3:12], predict the reactants needed to synthesize it. (2) Given the product [C:41]1([C:3]2[N:4]3[C:9]([CH:8]=[CH:7][CH:6]=[CH:5]3)=[CH:1][C:2]=2[C:10](=[O:12])[CH3:11])[CH:46]=[CH:45][CH:44]=[CH:43][CH:42]=1, predict the reactants needed to synthesize it. The reactants are: [CH:1]1[C:2]([C:10](=[O:12])[CH3:11])=[CH:3][N:4]2[C:9]=1[CH:8]=[CH:7][CH:6]=[CH:5]2.F[B-](F)(F)F.C1(P(C2CCCC2)C2CCCC2)CCCC1.C([O-])([O-])=O.[Cs+].[Cs+].Cl[C:41]1[CH:46]=[CH:45][CH:44]=[CH:43][CH:42]=1. (3) Given the product [N:36]1[CH:35]=[CH:55][CH:53]=[CH:54][C:37]=1[CH2:38][CH2:39][NH:40][CH2:42][C:8]([NH:10][C:11]1[CH:12]=[CH:13][C:14]([C:17]([O:49][CH3:43])=[O:31])=[CH:15][CH:16]=1)=[O:9], predict the reactants needed to synthesize it. The reactants are: C1(C)C(N[C:8]([NH:10][C:11]2[CH:16]=[CH:15][C:14]([CH2:17]C(O)=O)=[CH:13][CH:12]=2)=[O:9])=CC=CC=1.C1C=CC2N([OH:31])N=NC=2C=1.CCN=[C:35]=[N:36][CH2:37][CH2:38][CH2:39][N:40]([CH3:42])C.[C:43]([OH:49])(C(F)(F)F)=O.C(N[CH:53]([CH3:55])[CH3:54])C. (4) Given the product [OH:14][NH:13][C:2]1[N:11]=[C:10]([NH2:12])[C:9]2[C:4](=[CH:5][CH:6]=[CH:7][CH:8]=2)[N:3]=1, predict the reactants needed to synthesize it. The reactants are: Cl[C:2]1[N:11]=[C:10]([NH2:12])[C:9]2[C:4](=[CH:5][CH:6]=[CH:7][CH:8]=2)[N:3]=1.[NH2:13][OH:14].